Task: Predict the reactants needed to synthesize the given product.. Dataset: Full USPTO retrosynthesis dataset with 1.9M reactions from patents (1976-2016) (1) Given the product [C:1]([O:5][C:6]([N:8]1[CH2:13][CH2:12][CH:11]([C:14]2[C:19]([CH:20]3[CH2:21][NH:22][CH2:23]3)=[N:18][CH:17]=[CH:16][N:15]=2)[CH2:10][CH2:9]1)=[O:7])([CH3:4])([CH3:2])[CH3:3], predict the reactants needed to synthesize it. The reactants are: [C:1]([O:5][C:6]([N:8]1[CH2:13][CH:12]=[C:11]([C:14]2[C:19]([CH:20]3[CH2:23][NH:22][CH2:21]3)=[N:18][CH:17]=[CH:16][N:15]=2)[CH2:10][CH2:9]1)=[O:7])([CH3:4])([CH3:3])[CH3:2]. (2) Given the product [F:34][C:35]1[CH:42]=[CH:41][CH:40]=[CH:39][C:36]=1[CH2:37][N:30]1[CH2:31][CH2:32][CH:27]([N:26]([CH3:33])[S:23]([C:20]2[CH:19]=[CH:18][C:17]([NH:16][C:12]3[N:11]=[C:10]([NH:9][C:6]4[CH:7]=[CH:8][C:3]([F:2])=[CH:4][CH:5]=4)[CH:15]=[CH:14][N:13]=3)=[CH:22][CH:21]=2)(=[O:24])=[O:25])[CH2:28][CH2:29]1, predict the reactants needed to synthesize it. The reactants are: Cl.[F:2][C:3]1[CH:8]=[CH:7][C:6]([NH:9][C:10]2[CH:15]=[CH:14][N:13]=[C:12]([NH:16][C:17]3[CH:22]=[CH:21][C:20]([S:23]([N:26]([CH3:33])[CH:27]4[CH2:32][CH2:31][NH:30][CH2:29][CH2:28]4)(=[O:25])=[O:24])=[CH:19][CH:18]=3)[N:11]=2)=[CH:5][CH:4]=1.[F:34][C:35]1[CH:42]=[CH:41][CH:40]=[CH:39][C:36]=1[CH:37]=O. (3) Given the product [Br:1][C:2]1[CH:3]=[C:4]2[C:12]([C:11]3[CH:10]=[CH:9][C:8]([C:17]([C:18]4[CH:26]=[CH:25][CH:24]=[CH:23][C:19]=4[C:20]([OH:22])=[O:21])=[O:27])=[CH:7][C:6]=3[C:5]2([CH3:16])[CH3:15])=[CH:13][CH:14]=1, predict the reactants needed to synthesize it. The reactants are: [Br:1][C:2]1[CH:14]=[CH:13][C:12]2[C:11]3[C:6](=[CH:7][CH:8]=[CH:9][CH:10]=3)[C:5]([CH3:16])([CH3:15])[C:4]=2[CH:3]=1.[C:17]1(=[O:27])[O:22][C:20](=[O:21])[C:19]2=[CH:23][CH:24]=[CH:25][CH:26]=[C:18]12.ClCCl.[Cl-].[Al+3].[Cl-].[Cl-]. (4) Given the product [CH:21]([C:11]1[CH:12]=[C:13]([O:19][CH3:20])[C:14]([C:15]2[S:16][CH:29]=[CH:30][N:17]=2)=[CH:18][C:10]=1[O:9][C:5]1[C:6]([NH2:8])=[N:7][C:2]([NH2:1])=[N:3][CH:4]=1)([CH3:23])[CH3:22], predict the reactants needed to synthesize it. The reactants are: [NH2:1][C:2]1[N:7]=[C:6]([NH2:8])[C:5]([O:9][C:10]2[C:11]([CH:21]([CH3:23])[CH3:22])=[CH:12][C:13]([O:19][CH3:20])=[C:14]([CH:18]=2)[C:15]([NH2:17])=[S:16])=[CH:4][N:3]=1.C([O-])(O)=O.[Na+].[CH3:29][C:30](O)=O. (5) The reactants are: Cl[C:2]1[N:10]=[C:9](Cl)[CH:8]=[CH:7][C:3]=1[C:4]([NH2:6])=[O:5].[O:12]([C:19]1[CH:24]=[CH:23][C:22]([OH:25])=[CH:21][CH:20]=1)[C:13]1[CH:18]=[CH:17][CH:16]=[CH:15][CH:14]=1.[C@H:26]12[CH2:32][C@H:29]([NH:30][CH2:31]1)[CH2:28][N:27]2[C:33]([O:35]C(C)(C)C)=O.[C:40](O)(=O)[CH:41]=C. Given the product [C:33]([N:27]1[CH2:28][C@H:29]2[CH2:32][C@@H:26]1[CH2:31][N:30]2[C:9]1[CH:8]=[CH:7][C:3]([C:4]([NH2:6])=[O:5])=[C:2]([O:25][C:22]2[CH:21]=[CH:20][C:19]([O:12][C:13]3[CH:18]=[CH:17][CH:16]=[CH:15][CH:14]=3)=[CH:24][CH:23]=2)[N:10]=1)(=[O:35])[CH:40]=[CH2:41], predict the reactants needed to synthesize it. (6) Given the product [CH3:3][CH:2]([O:4][C:5]1[CH:10]=[CH:9][C:8]([C:11]2[O:15][N:14]=[C:13]([C:16]3[CH:24]=[CH:23][CH:22]=[C:21]4[C:17]=3[CH:18]=[CH:19][N:20]4[CH2:25][CH2:26][C:27]([O-:29])=[O:28])[N:12]=2)=[CH:7][C:6]=1[C:32]([F:35])([F:34])[F:33])[CH3:1].[Na+:37], predict the reactants needed to synthesize it. The reactants are: [CH3:1][CH:2]([O:4][C:5]1[CH:10]=[CH:9][C:8]([C:11]2[O:15][N:14]=[C:13]([C:16]3[CH:24]=[CH:23][CH:22]=[C:21]4[C:17]=3[CH:18]=[CH:19][N:20]4[CH2:25][CH2:26][C:27]([O:29]CC)=[O:28])[N:12]=2)=[CH:7][C:6]=1[C:32]([F:35])([F:34])[F:33])[CH3:3].[OH-].[Na+:37]. (7) Given the product [Cl:19][C:20]1[CH:25]=[C:24]([C:2]2[C:10]3[N:9]4[CH2:11][CH2:12][CH2:13][NH:14][C:15](=[O:16])[C:8]4=[CH:7][C:6]=3[CH:5]=[C:4]([C:17]#[N:18])[CH:3]=2)[CH:23]=[CH:22][N:21]=1, predict the reactants needed to synthesize it. The reactants are: Br[C:2]1[C:10]2[N:9]3[CH2:11][CH2:12][CH2:13][NH:14][C:15](=[O:16])[C:8]3=[CH:7][C:6]=2[CH:5]=[C:4]([C:17]#[N:18])[CH:3]=1.[Cl:19][C:20]1[CH:25]=[C:24](B(O)O)[CH:23]=[CH:22][N:21]=1.